This data is from Forward reaction prediction with 1.9M reactions from USPTO patents (1976-2016). The task is: Predict the product of the given reaction. Given the reactants [F:1][C:2]1[CH:34]=[C:33]([F:35])[CH:32]=[CH:31][C:3]=1[O:4][C:5]1[CH:10]=[CH:9][C:8]([S:11]([CH3:14])(=[O:13])=[O:12])=[CH:7][C:6]=1[C:15]1[C:16]2[CH:25]=[C:24](C(OCC)=O)[NH:23][C:17]=2[C:18](=[O:22])[N:19]([CH3:21])[CH:20]=1.C[Mg]Br.Cl.O1C[CH2:43][CH2:42][CH2:41]1, predict the reaction product. The product is: [F:1][C:2]1[CH:34]=[C:33]([F:35])[CH:32]=[CH:31][C:3]=1[O:4][C:5]1[CH:10]=[CH:9][C:8]([S:11]([CH3:14])(=[O:13])=[O:12])=[CH:7][C:6]=1[C:15]1[C:16]2[CH:25]=[C:24]([C:42]([CH3:43])=[CH2:41])[NH:23][C:17]=2[C:18](=[O:22])[N:19]([CH3:21])[CH:20]=1.